From a dataset of Reaction yield outcomes from USPTO patents with 853,638 reactions. Predict the reaction yield, written as a fraction of the theoretical maximum amount of product (1.0 means a 100% yield; for example, 0.34 means a 34% yield). (1) The reactants are [C:1]([O-:4])(O)=[O:2].[Na+].C1C=C(Cl)C=C(C(OO)=O)C=1.O=[C:18]1[CH:25]2[CH2:26][C:21]3([NH:28][C:29](=[O:31])[CH3:30])[CH2:22][CH:23]([CH2:27][CH:19]1[CH2:20]3)C2.S(=O)(=O)(O)[O-].[Na+]. The catalyst is C(Cl)Cl. The product is [O:2]=[C:1]1[CH:23]2[CH2:22][C:21]3([NH:28][C:29](=[O:31])[CH3:30])[CH2:20][CH:19]([CH2:18][CH:25]([CH2:26]3)[O:4]1)[CH2:27]2. The yield is 0.900. (2) The reactants are [NH2:1][C:2]1[CH:3]=[C:4](B(O)O)[CH:5]=[CH:6][CH:7]=1.[CH3:11][O:12][C:13]1[CH:18]=[CH:17][C:16]([C:19]2[CH2:20][C@@H:21]3[N:27]([CH:28]=2)[C:26](=[O:29])[C:25]2[CH:30]=[C:31]([O:72][CH3:73])[C:32]([O:34][CH2:35][CH2:36][CH2:37][O:38][C:39]4[C:69]([O:70][CH3:71])=[CH:68][C:42]5[C:43](=[O:67])[N:44]6[CH:59]=[C:58](S(C(F)(F)F)(=O)=O)[CH2:57][C@H:45]6[C:46](=[O:56])[N:47]([CH2:48][O:49][CH2:50][CH2:51][Si:52]([CH3:55])([CH3:54])[CH3:53])[C:41]=5[CH:40]=4)=[CH:33][C:24]=2[N:23]([CH2:74][O:75][CH2:76][CH2:77][Si:78]([CH3:81])([CH3:80])[CH3:79])[C:22]3=[O:82])=[CH:15][CH:14]=1.C(=O)([O-])[O-].[Na+].[Na+]. The catalyst is C1(C)C=CC=CC=1.C(O)C.O. The product is [NH2:1][C:2]1[CH:3]=[C:4]([C:58]2[CH2:57][C@@H:45]3[N:44]([CH:59]=2)[C:43](=[O:67])[C:42]2[CH:68]=[C:69]([O:70][CH3:71])[C:39]([O:38][CH2:37][CH2:36][CH2:35][O:34][C:32]4[C:31]([O:72][CH3:73])=[CH:30][C:25]5[C:26](=[O:29])[N:27]6[CH:28]=[C:19]([C:16]7[CH:15]=[CH:14][C:13]([O:12][CH3:11])=[CH:18][CH:17]=7)[CH2:20][C@H:21]6[C:22](=[O:82])[N:23]([CH2:74][O:75][CH2:76][CH2:77][Si:78]([CH3:79])([CH3:81])[CH3:80])[C:24]=5[CH:33]=4)=[CH:40][C:41]=2[N:47]([CH2:48][O:49][CH2:50][CH2:51][Si:52]([CH3:53])([CH3:54])[CH3:55])[C:46]3=[O:56])[CH:5]=[CH:6][CH:7]=1. The yield is 0.850. (3) The reactants are Cl[C:2]1[N:3]([CH2:18][CH2:19][CH3:20])[C:4](=[O:17])[C:5]2[NH:6][C:7]([C:11]3[CH:12]=[N:13][N:14]([CH3:16])[CH:15]=3)=[N:8][C:9]=2[N:10]=1.[CH3:21][O:22][C:23]1[CH:28]=[CH:27][C:26]([NH2:29])=[CH:25][CH:24]=1. The catalyst is C(O)CCC. The product is [CH3:21][O:22][C:23]1[CH:28]=[CH:27][C:26]([NH:29][C:2]2[N:3]([CH2:18][CH2:19][CH3:20])[C:4](=[O:17])[C:5]3[NH:6][C:7]([C:11]4[CH:12]=[N:13][N:14]([CH3:16])[CH:15]=4)=[N:8][C:9]=3[N:10]=2)=[CH:25][CH:24]=1. The yield is 0.480. (4) The reactants are [CH:1]1([C:7]2[C:15]3[C:10](=[N:11][C:12]([C:16]([O:18]C)=[O:17])=[CH:13][CH:14]=3)[N:9]([CH2:20][C:21]([N:23]([CH3:25])[CH3:24])=[O:22])[C:8]=2[C:26]2[CH:31]=[CH:30][CH:29]=[CH:28][CH:27]=2)[CH2:6][CH2:5][CH2:4][CH2:3][CH2:2]1.B(Br)(Br)Br. The catalyst is C(Cl)Cl. The product is [CH:1]1([C:7]2[C:15]3[C:10](=[N:11][C:12]([C:16]([OH:18])=[O:17])=[CH:13][CH:14]=3)[N:9]([CH2:20][C:21]([N:23]([CH3:25])[CH3:24])=[O:22])[C:8]=2[C:26]2[CH:31]=[CH:30][CH:29]=[CH:28][CH:27]=2)[CH2:6][CH2:5][CH2:4][CH2:3][CH2:2]1. The yield is 0.450. (5) The catalyst is CCOCC.C1COCC1. The reactants are Br[C:2]1[CH:7]=[CH:6][CH:5]=[CH:4][N:3]=1.C([Li])CCC.[NH2:13][C:14]1[CH:22]=[CH:21][C:20]([Cl:23])=[CH:19][C:15]=1[C:16](O)=[O:17].Cl[Si](C)(C)C.Cl. The yield is 0.450. The product is [NH2:13][C:14]1[CH:22]=[CH:21][C:20]([Cl:23])=[CH:19][C:15]=1[C:16]([C:2]1[CH:7]=[CH:6][CH:5]=[CH:4][N:3]=1)=[O:17]. (6) The reactants are [F:1][C:2]1[CH:3]=[CH:4][C:5]([O:10][C:11]2[CH:12]=[C:13]3[C:17](=[CH:18][CH:19]=2)[N:16]([CH2:20][CH:21]=O)[N:15]=[CH:14]3)=[C:6]([CH:9]=1)[C:7]#[N:8].C(O[BH-](OC(=O)C)OC(=O)C)(=O)C.[C:36]([O:40][C:41]([N:43]1[CH2:48][CH2:47][NH:46][CH2:45][CH2:44]1)=[O:42])([CH3:39])([CH3:38])[CH3:37]. The catalyst is ClC(Cl)C. The product is [C:36]([O:40][C:41]([N:43]1[CH2:48][CH2:47][N:46]([CH2:21][CH2:20][N:16]2[C:17]3[C:13](=[CH:12][C:11]([O:10][C:5]4[CH:4]=[CH:3][C:2]([F:1])=[CH:9][C:6]=4[C:7]#[N:8])=[CH:19][CH:18]=3)[CH:14]=[N:15]2)[CH2:45][CH2:44]1)=[O:42])([CH3:39])([CH3:37])[CH3:38]. The yield is 0.600. (7) The reactants are [N:1]([C:12]([CH3:14])=[O:13])([CH2:7]NC(C)=O)[CH2:2]NC(C)=O.C1[CH2:19][O:18]CC1.C=[O:21].NC[C:24]([OH:26])=[O:25]. The catalyst is C(O)(=O)C. The product is [C:12]([N:1]([CH2:2][C:19]([OH:18])=[O:21])[CH2:7][C:24]([OH:26])=[O:25])(=[O:13])[CH3:14]. The yield is 0.950.